Dataset: Forward reaction prediction with 1.9M reactions from USPTO patents (1976-2016). Task: Predict the product of the given reaction. (1) Given the reactants I[C:2]1[CH:3]=[C:4]([CH2:13][OH:14])[CH:5]=[C:6]2[C:11]=1[N:10]=[CH:9][C:8]([CH3:12])=[CH:7]2.[CH3:15][S:16]([O-:18])=[O:17].[Na+].[Na+].N1CCC[C@H]1C([O-])=O, predict the reaction product. The product is: [CH3:15][S:16]([C:2]1[CH:3]=[C:4]([CH2:13][OH:14])[CH:5]=[C:6]2[C:11]=1[N:10]=[CH:9][C:8]([CH3:12])=[CH:7]2)(=[O:18])=[O:17]. (2) Given the reactants [CH3:1][C:2]1[CH:11]=[C:10]([N:12]2[CH2:16][CH2:15][CH2:14][CH2:13]2)[C:9]2[C:4](=[CH:5][C:6]([OH:17])=[CH:7][CH:8]=2)[N:3]=1.Cl.Cl[CH2:20][C:21]1[CH:22]=[N:23][CH:24]=[CH:25][CH:26]=1, predict the reaction product. The product is: [CH3:1][C:2]1[CH:11]=[C:10]([N:12]2[CH2:16][CH2:15][CH2:14][CH2:13]2)[C:9]2[C:4](=[CH:5][C:6]([O:17][CH2:20][C:21]3[CH:22]=[N:23][CH:24]=[CH:25][CH:26]=3)=[CH:7][CH:8]=2)[N:3]=1. (3) Given the reactants [C:1]([N:4]1[CH2:9][CH2:8][N:7]([CH2:10][CH2:11][O:12][C:13]2[CH:22]=[C:21]3[C:16]([C:17](Cl)=[N:18][CH:19]=[N:20]3)=[CH:15][C:14]=2[O:24][CH3:25])[CH2:6][CH2:5]1)(=[O:3])[CH3:2].[F:26][C:27]1[C:35]([OH:36])=[CH:34][CH:33]=[C:32]2[C:28]=1[CH:29]=[C:30]([CH3:37])[NH:31]2.C(=O)([O-])[O-].[K+].[K+], predict the reaction product. The product is: [C:1]([N:4]1[CH2:9][CH2:8][N:7]([CH2:10][CH2:11][O:12][C:13]2[CH:22]=[C:21]3[C:16]([C:17]([O:36][C:35]4[C:27]([F:26])=[C:28]5[C:32](=[CH:33][CH:34]=4)[NH:31][C:30]([CH3:37])=[CH:29]5)=[N:18][CH:19]=[N:20]3)=[CH:15][C:14]=2[O:24][CH3:25])[CH2:6][CH2:5]1)(=[O:3])[CH3:2]. (4) Given the reactants [CH3:1][C:2]1[C:10]([CH3:12])([CH3:11])[C:9]2[C:4](=[CH:5][CH:6]=[CH:7][CH:8]=2)[N:3]=1.Br[CH2:14][C:15]1[C:24]2[C:19](=[C:20]([CH2:25]Br)[CH:21]=[CH:22][CH:23]=2)[CH:18]=[CH:17][CH:16]=1.C(=O)([O-])[O-].[K+].[K+], predict the reaction product. The product is: [CH3:11][C:10]1([CH3:12])[C:9]2[C:4](=[CH:5][CH:6]=[CH:7][CH:8]=2)[N:3]([CH2:14][C:15]2[C:24]3[C:19](=[C:20]([CH2:25][N:3]4[C:4]5[C:9](=[CH:8][CH:7]=[CH:6][CH:5]=5)[C:10]([CH3:11])([CH3:12])[C:2]4=[CH2:1])[CH:21]=[CH:22][CH:23]=3)[CH:18]=[CH:17][CH:16]=2)[C:2]1=[CH2:1]. (5) Given the reactants [CH2:1]([N:3](CC)CC)C.O[CH2:9][CH2:10][S:11]([CH2:14][CH:15]([CH:17]1[CH2:22][CH2:21][O:20][CH:19]([O:23][C@@H:24]([C:26]2[CH:31]=[C:30]([C:32]([F:35])([F:34])[F:33])[CH:29]=[C:28]([C:36]([F:39])([F:38])[F:37])[CH:27]=2)[CH3:25])[CH:18]1[C:40]1[CH:45]=[CH:44][CH:43]=[CH:42][CH:41]=1)O)(=[O:13])=[O:12].CS(Cl)(=O)=O.CN, predict the reaction product. The product is: [F:37][C:36]([F:39])([F:38])[C:28]1[CH:27]=[C:26]([C@H:24]([O:23][C@@H:19]2[C@@H:18]([C:40]3[CH:45]=[CH:44][CH:43]=[CH:42][CH:41]=3)[C@H:17]([CH:15]3[CH2:14][S:11](=[O:13])(=[O:12])[CH2:10][CH2:9][N:3]3[CH3:1])[CH2:22][CH2:21][O:20]2)[CH3:25])[CH:31]=[C:30]([C:32]([F:35])([F:34])[F:33])[CH:29]=1. (6) Given the reactants FC(F)(F)S([O-])(=O)=O.[CH:9]1([CH2:12][N:13]([CH3:23])[S:14]([N:17]2[CH:21]=[CH:20][N+](C)=C2)(=[O:16])=[O:15])[CH2:11][CH2:10]1.[C@H:24]1([NH:33][C:34]2[CH:43]=[CH:42][C:41]3[C:36](=[CH:37][CH:38]=C(N)C=3)[N:35]=2)[C:32]2[C:27](=[CH:28][CH:29]=[CH:30][CH:31]=2)[CH2:26][CH2:25]1, predict the reaction product. The product is: [CH:9]1([CH2:12][N:13]([CH3:23])[S:14]([NH:17][C:21]2[CH:20]=[C:41]3[C:36](=[CH:37][CH:38]=2)[N:35]=[C:34]([NH:33][C@H:24]2[C:32]4[C:27](=[CH:28][CH:29]=[CH:30][CH:31]=4)[CH2:26][CH2:25]2)[CH:43]=[CH:42]3)(=[O:15])=[O:16])[CH2:10][CH2:11]1. (7) Given the reactants [CH:1]1([CH2:6][OH:7])[CH2:5][CH2:4][CH2:3][CH2:2]1.[H-].[Na+].Br[C:11]1[CH:23]=[CH:22][C:14]([C:15]([O:17][C:18]([CH3:21])(C)C)=[O:16])=[CH:13][N:12]=1, predict the reaction product. The product is: [CH:1]1([CH2:6][O:7][C:11]2[CH:23]=[CH:22][C:14]([C:15]([O:17][CH2:18][CH:21]3[CH2:3][CH2:2][CH2:1][CH2:5]3)=[O:16])=[CH:13][N:12]=2)[CH2:5][CH2:4][CH2:3][CH2:2]1. (8) The product is: [C:13]([C@@:10]1([CH:15]2[CH2:17][CH2:16]2)[CH2:11][CH2:12][N:8]([C:6]2[CH:5]=[CH:4][N:3]=[C:2]([NH:19][C:20]3[CH:24]=[C:23]([C:25]([CH3:29])([CH3:30])[C:26]([NH2:28])=[O:27])[N:22]([CH3:31])[N:21]=3)[CH:7]=2)[C:9]1=[O:18])#[N:14]. Given the reactants Br[C:2]1[CH:7]=[C:6]([N:8]2[CH2:12][CH2:11][C@:10]([CH:15]3[CH2:17][CH2:16]3)([C:13]#[N:14])[C:9]2=[O:18])[CH:5]=[CH:4][N:3]=1.[NH2:19][C:20]1[CH:24]=[C:23]([C:25]([CH3:30])([CH3:29])[C:26]([NH2:28])=[O:27])[N:22]([CH3:31])[N:21]=1.C(=O)([O-])[O-].[K+].[K+].C1(P(C2CCCCC2)C2C(OC)=CC=C(OC)C=2C2C(C(C)C)=CC(C(C)C)=CC=2C(C)C)CCCCC1.C(=O)([O-])O.[Na+], predict the reaction product.